Dataset: Full USPTO retrosynthesis dataset with 1.9M reactions from patents (1976-2016). Task: Predict the reactants needed to synthesize the given product. (1) The reactants are: [CH:1]1([N:6]2[CH2:12][C:11]([F:14])([F:13])[C:10](=[O:15])[N:9]([CH3:16])[C:8]3[CH:17]=[N:18][C:19]([NH:21][C:22]4[C:30]([O:31][CH3:32])=[CH:29][C:25]([C:26](O)=[O:27])=[C:24]([F:33])[CH:23]=4)=[N:20][C:7]2=3)[CH2:5][CH2:4][CH2:3][CH2:2]1.F[P-](F)(F)(F)(F)F.C[N:42](C(N(C)C)=[N+]1C2C=CC=CC=2[N+]([O-])=N1)C.C(N(C(C)C)CC)(C)C.[Cl-].[NH4+]. Given the product [CH:1]1([N:6]2[CH2:12][C:11]([F:13])([F:14])[C:10](=[O:15])[N:9]([CH3:16])[C:8]3[CH:17]=[N:18][C:19]([NH:21][C:22]4[C:30]([O:31][CH3:32])=[CH:29][C:25]([C:26]([NH2:42])=[O:27])=[C:24]([F:33])[CH:23]=4)=[N:20][C:7]2=3)[CH2:5][CH2:4][CH2:3][CH2:2]1, predict the reactants needed to synthesize it. (2) Given the product [F:1][C:2]1[CH:26]=[CH:25][C:24]([O:27][CH2:32][CH2:31][CH2:30][O:29][CH3:28])=[CH:23][C:3]=1[CH2:4][O:5][C:6]([N:8]1[CH2:13][CH2:12][N:11]([C:14]([O:16][C:17]([CH3:20])([CH3:19])[CH3:18])=[O:15])[CH2:10][C@H:9]1[CH2:21][CH3:22])=[O:7], predict the reactants needed to synthesize it. The reactants are: [F:1][C:2]1[CH:26]=[CH:25][C:24]([OH:27])=[CH:23][C:3]=1[CH2:4][O:5][C:6]([N:8]1[CH2:13][CH2:12][N:11]([C:14]([O:16][C:17]([CH3:20])([CH3:19])[CH3:18])=[O:15])[CH2:10][C@H:9]1[CH2:21][CH3:22])=[O:7].[CH3:28][O:29][CH2:30][CH2:31][CH2:32]OS(C1C=CC(C)=CC=1)(=O)=O. (3) Given the product [Br:10][C:8]1[CH:7]=[CH:6][C:5]2[O:11][CH:12]=[C:1]([CH3:2])[C:4]=2[CH:9]=1, predict the reactants needed to synthesize it. The reactants are: [C:1]([C:4]1[CH:9]=[C:8]([Br:10])[CH:7]=[CH:6][C:5]=1[O:11][CH2:12]C(O)=O)(=O)[CH3:2].CC([O-])=O.[Na+].C(OC(=O)C)(=O)C.CC(O)=O. (4) Given the product [ClH:26].[N+:23]([C:19]1[CH:18]=[C:17]([CH:22]=[CH:21][CH:20]=1)[CH2:16][C@@H:5]([C:6]([OH:8])=[O:7])[NH2:4])([O-:25])=[O:24], predict the reactants needed to synthesize it. The reactants are: C([NH:4][C:5]([CH2:16][C:17]1[CH:22]=[CH:21][CH:20]=[C:19]([N+:23]([O-:25])=[O:24])[CH:18]=1)(C(OCC)=O)[C:6]([O:8]CC)=[O:7])(=O)C.[ClH:26]. (5) Given the product [N:76]([CH:59]([C:41]1[N:42]([S:49]([C:52]2[CH:57]=[CH:56][C:55]([CH3:58])=[CH:54][CH:53]=2)(=[O:50])=[O:51])[C:43]2[C:48]([C:40]=1[C:34]1[CH:35]=[CH:36][CH:37]=[CH:38][CH:39]=1)=[CH:47][CH:46]=[CH:45][CH:44]=2)[CH3:60])=[N+:77]=[N-:78], predict the reactants needed to synthesize it. The reactants are: CC(OC(/N=N/C(OC(C)C)=O)=O)C.C1(P(C2C=CC=CC=2)C2C=CC=CC=2)C=CC=CC=1.[C:34]1([C:40]2[C:48]3[C:43](=[CH:44][CH:45]=[CH:46][CH:47]=3)[N:42]([S:49]([C:52]3[CH:57]=[CH:56][C:55]([CH3:58])=[CH:54][CH:53]=3)(=[O:51])=[O:50])[C:41]=2[CH:59](O)[CH3:60])[CH:39]=[CH:38][CH:37]=[CH:36][CH:35]=1.C1(P([N:76]=[N+:77]=[N-:78])(C2C=CC=CC=2)=O)C=CC=CC=1. (6) Given the product [C:5]([OH:11])(=[O:6])[CH:7]=[CH2:8].[C:9]1(=[O:11])[O:12][CH2:13][CH2:17][CH2:3][CH2:1][CH2:10]1.[C:5]1(=[O:6])[O:2][C:1](=[O:11])[CH2:3][CH2:4]1, predict the reactants needed to synthesize it. The reactants are: [C:1]1([CH:8]=[CH:7][C:5]([OH:6])=[CH:4][CH:3]=1)[OH:2].[C:9]([O:12][CH:13]([CH3:17])COC)(=[O:11])[CH3:10]. (7) Given the product [C:18]1([CH2:17][CH2:16][CH2:15][NH:14][C:8]2[CH:7]=[CH:6][N:5]=[C:4]([NH2:1])[C:9]=2[C:10]([F:13])([F:11])[F:12])[CH:23]=[CH:22][CH:21]=[CH:20][CH:19]=1, predict the reactants needed to synthesize it. The reactants are: [N:1]([C:4]1[C:9]([C:10]([F:13])([F:12])[F:11])=[C:8]([NH:14][CH2:15][CH2:16][CH2:17][C:18]2[CH:23]=[CH:22][CH:21]=[CH:20][CH:19]=2)[CH:7]=[CH:6][N:5]=1)=[N+]=[N-].CP(C)C.[N-]=[N+]=[N-]. (8) The reactants are: [C:1]([O:5][C:6]([NH:8][CH2:9][C@H:10]1[CH2:15][CH2:14][C@H:13]([C:16]([NH:18][C@H:19]([C:37](=[O:50])[NH:38][C:39]2[CH:44]=[CH:43][C:42]([C:45]3[N:46]=[N:47][NH:48][N:49]=3)=[CH:41][CH:40]=2)[CH2:20][C:21]2[CH:26]=[CH:25][C:24]([C:27]3[CH:32]=[CH:31][C:30]([C:33]([OH:35])=O)=[CH:29][C:28]=3[CH3:36])=[CH:23][CH:22]=2)=[O:17])[CH2:12][CH2:11]1)=[O:7])([CH3:4])([CH3:3])[CH3:2].[CH:51]1([NH2:55])[CH2:54][CH2:53][CH2:52]1.C(N(CC)C(C)C)(C)C.F[P-](F)(F)(F)(F)F.CN(C(ON1C2=NC=CC=C2N=N1)=[N+](C)C)C. Given the product [CH:51]1([NH:55][C:33]([C:30]2[CH:31]=[CH:32][C:27]([C:24]3[CH:25]=[CH:26][C:21]([CH2:20][C@H:19]([NH:18][C:16]([C@H:13]4[CH2:12][CH2:11][C@H:10]([CH2:9][NH:8][C:6](=[O:7])[O:5][C:1]([CH3:3])([CH3:2])[CH3:4])[CH2:15][CH2:14]4)=[O:17])[C:37](=[O:50])[NH:38][C:39]4[CH:44]=[CH:43][C:42]([C:45]5[NH:46][N:47]=[N:48][N:49]=5)=[CH:41][CH:40]=4)=[CH:22][CH:23]=3)=[C:28]([CH3:36])[CH:29]=2)=[O:35])[CH2:54][CH2:53][CH2:52]1, predict the reactants needed to synthesize it. (9) Given the product [O:11]=[C:9]1[CH2:8][S:7][C:6]2[N:12]=[CH:13][C:3]([CH:2]=[O:1])=[CH:4][C:5]=2[NH:10]1, predict the reactants needed to synthesize it. The reactants are: [OH:1][CH2:2][C:3]1[CH:13]=[N:12][C:6]2[S:7][CH2:8][C:9](=[O:11])[NH:10][C:5]=2[CH:4]=1. (10) Given the product [CH3:38][O:37][C:36]1[C:15]2[C:14]([N:11]3[CH2:12][CH2:13][CH:61]([CH2:64][OH:65])[CH2:9][CH2:10]3)=[N:19][C:18]([C:20]3[CH:25]=[CH:24][N:23]=[C:22]([NH:26][C:27]4[CH:28]=[CH:29][CH:30]=[CH:31][CH:32]=4)[CH:21]=3)=[N:17][C:16]=2[CH:33]=[N:34][CH:35]=1, predict the reactants needed to synthesize it. The reactants are: C(OC(N1[CH2:13][CH2:12][N:11]([C:14]2[C:15]3[C:36]([O:37][CH3:38])=[CH:35][N:34]=[CH:33][C:16]=3[N:17]=[C:18]([C:20]3[CH:25]=[CH:24][N:23]=[C:22]([NH:26][C:27]4[CH:32]=[CH:31][CH:30]=[CH:29][CH:28]=4)[CH:21]=3)[N:19]=2)[CH2:10][CH2:9]1)=O)(C)(C)C.C(C1C=C(C(C)C)C=C(C(C)C)C=1S(Cl)(=O)=O)(C)C.N1CC[CH:61]([CH2:64][OH:65])CC1.CO.